Dataset: NCI-60 drug combinations with 297,098 pairs across 59 cell lines. Task: Regression. Given two drug SMILES strings and cell line genomic features, predict the synergy score measuring deviation from expected non-interaction effect. (1) Drug 1: CC1=C(C=C(C=C1)NC(=O)C2=CC=C(C=C2)CN3CCN(CC3)C)NC4=NC=CC(=N4)C5=CN=CC=C5. Drug 2: C1CC(=O)NC(=O)C1N2C(=O)C3=CC=CC=C3C2=O. Cell line: SNB-75. Synergy scores: CSS=-1.18, Synergy_ZIP=0.463, Synergy_Bliss=-0.608, Synergy_Loewe=-1.61, Synergy_HSA=-2.22. (2) Synergy scores: CSS=68.1, Synergy_ZIP=0.477, Synergy_Bliss=0.925, Synergy_Loewe=-3.29, Synergy_HSA=2.93. Cell line: CCRF-CEM. Drug 2: N.N.Cl[Pt+2]Cl. Drug 1: C1=NC2=C(N=C(N=C2N1C3C(C(C(O3)CO)O)O)F)N. (3) Drug 1: CC12CCC3C(C1CCC2O)C(CC4=C3C=CC(=C4)O)CCCCCCCCCS(=O)CCCC(C(F)(F)F)(F)F. Drug 2: CC1=C(C(=O)C2=C(C1=O)N3CC4C(C3(C2COC(=O)N)OC)N4)N. Cell line: HCC-2998. Synergy scores: CSS=35.5, Synergy_ZIP=-0.702, Synergy_Bliss=-1.69, Synergy_Loewe=-10.8, Synergy_HSA=5.29.